This data is from NCI-60 drug combinations with 297,098 pairs across 59 cell lines. The task is: Regression. Given two drug SMILES strings and cell line genomic features, predict the synergy score measuring deviation from expected non-interaction effect. (1) Drug 1: C1=C(C(=O)NC(=O)N1)N(CCCl)CCCl. Drug 2: C1=NC2=C(N=C(N=C2N1C3C(C(C(O3)CO)O)F)Cl)N. Cell line: NCIH23. Synergy scores: CSS=36.9, Synergy_ZIP=-8.00, Synergy_Bliss=-6.56, Synergy_Loewe=-11.9, Synergy_HSA=-4.04. (2) Drug 1: CCC(=C(C1=CC=CC=C1)C2=CC=C(C=C2)OCCN(C)C)C3=CC=CC=C3.C(C(=O)O)C(CC(=O)O)(C(=O)O)O. Drug 2: CCN(CC)CCNC(=O)C1=C(NC(=C1C)C=C2C3=C(C=CC(=C3)F)NC2=O)C. Cell line: NCI/ADR-RES. Synergy scores: CSS=-5.37, Synergy_ZIP=3.36, Synergy_Bliss=-1.71, Synergy_Loewe=-3.45, Synergy_HSA=-8.05. (3) Drug 1: CC12CCC3C(C1CCC2=O)CC(=C)C4=CC(=O)C=CC34C. Drug 2: CCC(=C(C1=CC=CC=C1)C2=CC=C(C=C2)OCCN(C)C)C3=CC=CC=C3.C(C(=O)O)C(CC(=O)O)(C(=O)O)O. Cell line: RPMI-8226. Synergy scores: CSS=16.8, Synergy_ZIP=2.04, Synergy_Bliss=4.25, Synergy_Loewe=1.37, Synergy_HSA=0.651. (4) Drug 1: C1CC(=O)NC(=O)C1N2CC3=C(C2=O)C=CC=C3N. Drug 2: CC1=C2C(C(=O)C3(C(CC4C(C3C(C(C2(C)C)(CC1OC(=O)C(C(C5=CC=CC=C5)NC(=O)C6=CC=CC=C6)O)O)OC(=O)C7=CC=CC=C7)(CO4)OC(=O)C)O)C)OC(=O)C. Cell line: A549. Synergy scores: CSS=20.3, Synergy_ZIP=-7.01, Synergy_Bliss=-9.73, Synergy_Loewe=-26.9, Synergy_HSA=-7.19. (5) Drug 1: CC1=C2C(C(=O)C3(C(CC4C(C3C(C(C2(C)C)(CC1OC(=O)C(C(C5=CC=CC=C5)NC(=O)C6=CC=CC=C6)O)O)OC(=O)C7=CC=CC=C7)(CO4)OC(=O)C)O)C)OC(=O)C. Drug 2: C1CC(=O)NC(=O)C1N2C(=O)C3=CC=CC=C3C2=O. Cell line: SK-MEL-28. Synergy scores: CSS=30.8, Synergy_ZIP=-4.77, Synergy_Bliss=1.12, Synergy_Loewe=-20.1, Synergy_HSA=0.373. (6) Drug 1: C1CC(=O)NC(=O)C1N2C(=O)C3=CC=CC=C3C2=O. Drug 2: C1CNP(=O)(OC1)N(CCCl)CCCl. Cell line: RXF 393. Synergy scores: CSS=1.21, Synergy_ZIP=0.457, Synergy_Bliss=0.0488, Synergy_Loewe=-1.62, Synergy_HSA=-1.74.